Binary Classification. Given a T-cell receptor sequence (or CDR3 region) and an epitope sequence, predict whether binding occurs between them. From a dataset of TCR-epitope binding with 47,182 pairs between 192 epitopes and 23,139 TCRs. (1) The epitope is IQYIDIGNY. The TCR CDR3 sequence is CASSLGSGPPYNEQFF. Result: 1 (the TCR binds to the epitope). (2) Result: 0 (the TCR does not bind to the epitope). The epitope is SGPLKAEIAQRLED. The TCR CDR3 sequence is CASSDGNTGELFF. (3) The epitope is AVFDRKSDAK. The TCR CDR3 sequence is CASSLTSVYNEQFF. Result: 1 (the TCR binds to the epitope).